Dataset: Retrosynthesis with 50K atom-mapped reactions and 10 reaction types from USPTO. Task: Predict the reactants needed to synthesize the given product. Given the product Cc1cc2nncn2nc1-c1cccc(N)c1, predict the reactants needed to synthesize it. The reactants are: Cc1cc2nncn2nc1-c1cccc([N+](=O)[O-])c1.